Dataset: Reaction yield outcomes from USPTO patents with 853,638 reactions. Task: Predict the reaction yield, written as a fraction of the theoretical maximum amount of product (1.0 means a 100% yield; for example, 0.34 means a 34% yield). (1) The reactants are [NH:1]1[CH2:6][CH2:5][CH:4]([CH:7]2[C:20]3[CH:19]=[CH:18][C:17]([C:21]4[CH:26]=[CH:25][CH:24]=[CH:23][C:22]=4[NH:27][C:28](=[O:30])[CH3:29])=[CH:16][C:15]=3[O:14][C:13]3[C:8]2=[CH:9][CH:10]=[CH:11][CH:12]=3)[CH2:3][CH2:2]1.C(=O)([O-])[O-].[K+].[K+].[CH2:37](Br)[CH:38]=[CH2:39]. The catalyst is CC#N. The product is [CH2:39]([N:1]1[CH2:6][CH2:5][CH:4]([CH:7]2[C:20]3[CH:19]=[CH:18][C:17]([C:21]4[CH:26]=[CH:25][CH:24]=[CH:23][C:22]=4[NH:27][C:28](=[O:30])[CH3:29])=[CH:16][C:15]=3[O:14][C:13]3[C:8]2=[CH:9][CH:10]=[CH:11][CH:12]=3)[CH2:3][CH2:2]1)[CH:38]=[CH2:37]. The yield is 0.140. (2) The product is [CH3:32][N:33]1[CH2:38][CH2:37][N:36]([CH2:2][C:3]2[O:7][C:6]3[C:8]([OH:14])=[C:9]([O:12][CH3:13])[CH:10]=[CH:11][C:5]=3[C:4]=2[C:18](=[O:31])[C:19]2[CH:24]=[C:23]([O:25][CH3:26])[C:22]([O:27][CH3:28])=[C:21]([O:29][CH3:30])[CH:20]=2)[CH2:35][CH2:34]1. The catalyst is C1COCC1. The reactants are Br[CH2:2][C:3]1[O:7][C:6]2[C:8]([O:14]C(=O)C)=[C:9]([O:12][CH3:13])[CH:10]=[CH:11][C:5]=2[C:4]=1[C:18](=[O:31])[C:19]1[CH:24]=[C:23]([O:25][CH3:26])[C:22]([O:27][CH3:28])=[C:21]([O:29][CH3:30])[CH:20]=1.[CH3:32][N:33]1[CH2:38][CH2:37][NH:36][CH2:35][CH2:34]1.CNC. The yield is 0.460. (3) The reactants are [CH2:1]([O:8][C:9]1[CH:14]=[C:13]([O:15][CH2:16][C:17]2[CH:22]=[CH:21][CH:20]=[CH:19][CH:18]=2)[C:12]([Cl:23])=[CH:11][C:10]=1[C:24]1[C:28](I)=[CH:27][N:26]([CH2:30][O:31][CH2:32][CH2:33][Si:34]([CH3:37])([CH3:36])[CH3:35])[N:25]=1)[C:2]1[CH:7]=[CH:6][CH:5]=[CH:4][CH:3]=1.C(=O)(O)[O-].[Na+]. The catalyst is CN(C=O)C. The product is [CH2:1]([O:8][C:9]1[CH:14]=[C:13]([O:15][CH2:16][C:17]2[CH:22]=[CH:21][CH:20]=[CH:19][CH:18]=2)[C:12]([Cl:23])=[CH:11][C:10]=1[C:24]1[C:28]([C:13]2[CH:12]=[CH:11][C:10]([CH2:24][NH2:25])=[CH:9][CH:14]=2)=[CH:27][N:26]([CH2:30][O:31][CH2:32][CH2:33][Si:34]([CH3:37])([CH3:36])[CH3:35])[N:25]=1)[C:2]1[CH:7]=[CH:6][CH:5]=[CH:4][CH:3]=1. The yield is 0.260. (4) The reactants are [CH3:1][O:2][C:3]1[CH:8]=[CH:7][CH:6]=[CH:5][C:4]=1[CH:9]1[CH2:11][O:10]1.[OH:12][C:13]1[CH:20]=[CH:19][C:16]([CH:17]=[O:18])=[CH:15][CH:14]=1.[OH-].[Na+]. The catalyst is C1(C)C=CC=CC=1. The product is [OH:10][CH:9]([C:4]1[CH:5]=[CH:6][CH:7]=[CH:8][C:3]=1[O:2][CH3:1])[CH2:11][O:12][C:13]1[CH:20]=[CH:19][C:16]([CH:17]=[O:18])=[CH:15][CH:14]=1. The yield is 0.200. (5) The reactants are [CH3:1][C:2]1[CH:7]=[CH:6][C:5]([CH3:8])=[N+:4]([O-])[C:3]=1[C:10]#[N:11].C(=O)(O)[O-].[Na+].[C:17]([O:20]C(=O)C)(=[O:19])[CH3:18]. No catalyst specified. The product is [C:17]([O:20][CH2:8][C:5]1[CH:6]=[CH:7][C:2]([CH3:1])=[C:3]([C:10]#[N:11])[N:4]=1)(=[O:19])[CH3:18]. The yield is 0.670. (6) The reactants are [Cl:1][C:2]1[CH:3]=[C:4]([S:9][C:10]2[C:18]3[C:13](=[CH:14][C:15]([CH3:19])=[CH:16][CH:17]=3)[NH:12][C:11]=2[CH2:20][CH2:21][C:22]([NH2:24])=[O:23])[CH:5]=[C:6]([Cl:8])[CH:7]=1.Cl[C:26]1[CH:27]=[C:28](SC2[C:31]3[C:26](=[CH:27][C:28](C)=[CH:29][CH:30]=3)NC=2CCC(O)=O)[CH:29]=[C:30](Cl)[CH:31]=1.C(Cl)(=O)C(Cl)=O.C(N)CCCCC.CCN(CC)CC. No catalyst specified. The product is [Cl:1][C:2]1[CH:3]=[C:4]([S:9][C:10]2[C:18]3[C:13](=[CH:14][C:15]([CH3:19])=[CH:16][CH:17]=3)[NH:12][C:11]=2[CH2:20][CH2:21][C:22]([NH:24][CH2:28][CH2:27][CH2:26][CH2:31][CH2:30][CH3:29])=[O:23])[CH:5]=[C:6]([Cl:8])[CH:7]=1. The yield is 0.260. (7) The reactants are [NH2:1][C@@H:2]([CH3:17])[C@@H:3]([C:5]1[CH:6]=[CH:7][C:8]([OH:16])=[C:9]([NH:11][S:12]([CH3:15])(=[O:14])=[O:13])[CH:10]=1)[OH:4].[CH3:18][O:19][C:20]1[CH:21]=[C:22]([CH:25]=[C:26]([O:30][CH3:31])[C:27]=1[O:28][CH3:29])[CH:23]=O.O. The catalyst is CO. The product is [OH:16][C:8]1[CH:7]=[CH:6][C:5]([C@@H:3]([OH:4])[C@@H:2]([NH:1][CH2:23][C:22]2[CH:25]=[C:26]([O:30][CH3:31])[C:27]([O:28][CH3:29])=[C:20]([O:19][CH3:18])[CH:21]=2)[CH3:17])=[CH:10][C:9]=1[NH:11][S:12]([CH3:15])(=[O:14])=[O:13]. The yield is 0.360. (8) The reactants are B([CH:8]1[CH2:13][CH2:12][CH2:11][CH2:10][CH2:9]1)[CH:8]1[CH2:13][CH2:12][CH2:11][CH2:10][CH2:9]1.C#CCCCC.[Zn](C)C.[CH:23](=[O:30])[C:24]1[CH:29]=[CH:28][CH:27]=[CH:26][CH:25]=1. No catalyst specified. The product is [C:8]1([C@@H:23]([OH:30])[CH:24]=[CH:25][CH2:26][CH2:27][CH2:28][CH3:29])[CH:9]=[CH:10][CH:11]=[CH:12][CH:13]=1. The yield is 0.850. (9) The reactants are [Br:1][C:2]1[CH:3]=[C:4]([OH:8])[CH:5]=[N:6][CH:7]=1.[C:26]1(P([C:22]2[CH:27]=[CH:26][CH:25]=[CH:24]C=2)[C:26]2[CH:27]=[CH:22]C=[CH:24][CH:25]=2)[CH:27]=[CH:22]C=[CH:24][CH:25]=1.C1(O)CCCC1.N(C(OCC)=O)=NC(OCC)=O. The catalyst is C1(C)C=CC=CC=1. The product is [Br:1][C:2]1[CH:7]=[N:6][CH:5]=[C:4]([O:8][CH:24]2[CH2:25][CH2:26][CH2:27][CH2:22]2)[CH:3]=1. The yield is 0.890. (10) The reactants are [CH3:1][N:2]1[CH2:7][CH2:6][N:5]([C:8](=[O:21])[CH2:9][CH2:10][CH2:11][O:12][C:13]2[CH:14]=[C:15]([CH:18]=[CH:19][CH:20]=2)[CH:16]=O)[CH2:4][CH2:3]1.[CH:22]([C:24]1[CH:25]=C(C=C[CH:36]=1)OCCCC(O)=O)=O.CN1CCNCC1.CN(C)CCCN=C=NCC.O.O[N:57]1[C:61]2[CH:62]=[CH:63][CH:64]=[CH:65][C:60]=2[N:59]=N1. The catalyst is ClCCl.O. The product is [C:24]([C:63]1[CH:64]=[CH:65][C:60]2[NH:59][C:16]([C:15]3[CH:14]=[C:13]([CH:20]=[CH:19][CH:18]=3)[O:12][CH2:11][CH2:10][CH2:9][C:8]([N:5]3[CH2:6][CH2:7][N:2]([CH3:1])[CH2:3][CH2:4]3)=[O:21])=[N:57][C:61]=2[CH:62]=1)([CH3:25])([CH3:36])[CH3:22]. The yield is 0.620.